Binary Classification. Given a T-cell receptor sequence (or CDR3 region) and an epitope sequence, predict whether binding occurs between them. From a dataset of TCR-epitope binding with 47,182 pairs between 192 epitopes and 23,139 TCRs. The epitope is VVYRGTTTY. The TCR CDR3 sequence is CASSQEMYTGELFF. Result: 1 (the TCR binds to the epitope).